Dataset: Reaction yield outcomes from USPTO patents with 853,638 reactions. Task: Predict the reaction yield, written as a fraction of the theoretical maximum amount of product (1.0 means a 100% yield; for example, 0.34 means a 34% yield). (1) The reactants are [CH3:1][C:2]1[CH:11]=[CH:10][C:9]2[C:4](=[CH:5][CH:6]=[CH:7][CH:8]=2)[N:3]=1.[CH3:12][C:13]1[CH:18]=[C:17]([CH3:19])[CH:16]=[C:15]([CH3:20])[C:14]=1[S:21]([O:24]C)(=[O:23])=[O:22]. The catalyst is COCCOC. The product is [CH3:20][C:15]1[CH:16]=[C:17]([CH3:19])[CH:18]=[C:13]([CH3:12])[C:14]=1[S:21]([O-:24])(=[O:23])=[O:22].[CH3:12][N+:3]1[C:4]2[C:9](=[CH:8][CH:7]=[CH:6][CH:5]=2)[CH:10]=[CH:11][C:2]=1[CH3:1]. The yield is 0.500. (2) The reactants are F[C:2]1[C:7]([F:8])=[CH:6][CH:5]=[C:4]([F:9])[N:3]=1.NC[C:12]1([C:18]#[N:19])[CH2:17][CH2:16][O:15][CH2:14][CH2:13]1.[CH2:20]([N:22](CC)CC)C. The catalyst is CS(C)=O. The product is [F:8][C:7]1[C:2]([NH:22][CH2:20][CH:14]2[CH2:13][CH:12]([C:18]#[N:19])[CH2:17][CH2:16][O:15]2)=[N:3][C:4]([F:9])=[CH:5][CH:6]=1. The yield is 0.482.